Predict the reactants needed to synthesize the given product. From a dataset of Full USPTO retrosynthesis dataset with 1.9M reactions from patents (1976-2016). (1) Given the product [CH3:21][C:22]1[C:26]([C:27]([N:29]2[CH2:30][CH2:31][N:32]([CH3:35])[CH2:33][CH2:34]2)=[O:28])=[C:25]([CH3:36])[NH:24][C:23]=1[CH:37]=[C:11]1[C:10]2[C:14](=[CH:15][CH:16]=[CH:17][C:9]=2[C:5]2[CH:6]=[CH:7][CH:8]=[C:3]([C:2]([F:1])([F:19])[F:20])[CH:4]=2)[NH:13][C:12]1=[O:18], predict the reactants needed to synthesize it. The reactants are: [F:1][C:2]([F:20])([F:19])[C:3]1[CH:4]=[C:5]([C:9]2[CH:17]=[CH:16][CH:15]=[C:14]3[C:10]=2[CH2:11][C:12](=[O:18])[NH:13]3)[CH:6]=[CH:7][CH:8]=1.[CH3:21][C:22]1[C:26]([C:27]([N:29]2[CH2:34][CH2:33][N:32]([CH3:35])[CH2:31][CH2:30]2)=[O:28])=[C:25]([CH3:36])[NH:24][C:23]=1[CH:37]=O. (2) Given the product [ClH:5].[Cl:5][C:6]1[CH:7]=[CH:8][C:9]([S:12]([CH:15]([C:27]2[CH:32]=[C:31]([F:33])[CH:30]=[CH:29][C:28]=2[F:34])[CH2:16][CH2:17][CH2:18][NH2:19])(=[O:14])=[O:13])=[CH:10][CH:11]=1, predict the reactants needed to synthesize it. The reactants are: Cl.C(O)C.[Cl:5][C:6]1[CH:11]=[CH:10][C:9]([S:12]([CH:15]([C:27]2[CH:32]=[C:31]([F:33])[CH:30]=[CH:29][C:28]=2[F:34])[CH2:16][CH2:17][CH2:18][NH:19]C(=O)OC(C)(C)C)(=[O:14])=[O:13])=[CH:8][CH:7]=1.